From a dataset of Forward reaction prediction with 1.9M reactions from USPTO patents (1976-2016). Predict the product of the given reaction. (1) Given the reactants [Br:1][C:2]1[CH:20]=[CH:19][CH:18]=[CH:17][C:3]=1[O:4][C:5]1[CH:13]=[CH:12][C:11]([N+:14]([O-:16])=[O:15])=[CH:10][C:6]=1[C:7]([OH:9])=O.CS(O)(=O)=O.O=P12OP3(OP(OP(O3)(O1)=O)(=O)O2)=O, predict the reaction product. The product is: [Br:1][C:2]1[CH:20]=[CH:19][CH:18]=[C:17]2[C:3]=1[O:4][C:5]1[CH:13]=[CH:12][C:11]([N+:14]([O-:16])=[O:15])=[CH:10][C:6]=1[C:7]2=[O:9]. (2) Given the reactants [Si:1]([O:8][CH2:9][C@@H:10]([NH:26][C:27]1[C:36]2[C:31](=[CH:32][CH:33]=[CH:34][CH:35]=2)[N:30]=[CH:29][C:28]=1[N+:37]([O-])=O)[CH2:11][C:12]1[CH:17]=[CH:16][C:15]([O:18][Si:19]([C:22]([CH3:25])([CH3:24])[CH3:23])([CH3:21])[CH3:20])=[CH:14][CH:13]=1)([C:4]([CH3:7])([CH3:6])[CH3:5])([CH3:3])[CH3:2], predict the reaction product. The product is: [Si:1]([O:8][CH2:9][C@@H:10]([NH:26][C:27]1[C:36]2[C:31](=[CH:32][CH:33]=[CH:34][CH:35]=2)[N:30]=[CH:29][C:28]=1[NH2:37])[CH2:11][C:12]1[CH:13]=[CH:14][C:15]([O:18][Si:19]([C:22]([CH3:25])([CH3:24])[CH3:23])([CH3:21])[CH3:20])=[CH:16][CH:17]=1)([C:4]([CH3:5])([CH3:6])[CH3:7])([CH3:3])[CH3:2].